This data is from Full USPTO retrosynthesis dataset with 1.9M reactions from patents (1976-2016). The task is: Predict the reactants needed to synthesize the given product. (1) Given the product [CH3:30][C:29]([O:33][C:34](=[O:37])[CH2:35][NH:1][C:2]1[C:7]([C:8]2[CH:9]=[CH:10][C:11]([Cl:28])=[C:12]([C:13]([NH:15][CH2:16][C:17]34[CH2:18][CH:19]5[CH2:25][CH:23]([CH2:22][CH:21]([CH2:20]5)[CH2:26]3)[CH2:24]4)=[O:14])[CH:27]=2)=[CH:6][CH:5]=[CH:4][N:3]=1)([CH3:32])[CH3:31], predict the reactants needed to synthesize it. The reactants are: [NH2:1][C:2]1[C:7]([C:8]2[CH:9]=[CH:10][C:11]([Cl:28])=[C:12]([CH:27]=2)[C:13]([NH:15][CH2:16][C:17]23[CH2:26][CH:21]4[CH2:22][CH:23]([CH2:25][CH:19]([CH2:20]4)[CH2:18]2)[CH2:24]3)=[O:14])=[CH:6][CH:5]=[CH:4][N:3]=1.[C:29]([O:33][C:34](=[O:37])[CH2:35]Br)([CH3:32])([CH3:31])[CH3:30]. (2) Given the product [Cl:1][C:2]1[CH:24]=[CH:23][CH:22]=[C:21]([Cl:25])[C:3]=1[O:4][C:5]1[C:18](=[O:19])[N:17]([CH3:20])[C:8]2[N:9]=[C:10]([NH:31][C:30]3[CH:32]=[CH:33][C:27]([F:26])=[CH:28][CH:29]=3)[N:11]=[CH:12][C:7]=2[CH:6]=1, predict the reactants needed to synthesize it. The reactants are: [Cl:1][C:2]1[CH:24]=[CH:23][CH:22]=[C:21]([Cl:25])[C:3]=1[O:4][C:5]1[C:18](=[O:19])[N:17]([CH3:20])[C:8]2[N:9]=[C:10](S(C)(=O)=O)[N:11]=[CH:12][C:7]=2[CH:6]=1.[F:26][C:27]1[CH:33]=[CH:32][C:30]([NH2:31])=[CH:29][CH:28]=1.CO. (3) Given the product [CH3:20][O:19][CH:18]([O:21][CH3:22])[CH2:17][N:8]([CH2:7][C:5]1[CH:6]=[CH:1][CH:2]=[CH:3][N:4]=1)[CH2:9][C:10]1[CH:11]=[CH:12][CH:13]=[CH:14][N:15]=1, predict the reactants needed to synthesize it. The reactants are: [CH:1]1[CH:6]=[C:5]([CH2:7][NH:8][CH2:9][C:10]2[N:15]=[CH:14][CH:13]=[CH:12][CH:11]=2)[N:4]=[CH:3][CH:2]=1.Br[CH2:17][CH:18]([O:21][CH3:22])[O:19][CH3:20].C([O-])([O-])=O.[Na+].[Na+]. (4) The reactants are: C(Cl)(=O)C(Cl)=[O:3].CS(C)=O.[C:11]([C:18]([CH3:23])([CH3:22])[CH:19]([NH2:21])O)([O:13][C:14]([CH3:17])([CH3:16])[CH3:15])=[O:12].C(N(CC)CC)C.P([O-])(O)(O)=O.[Na+]. Given the product [C:11]([C:18]([CH3:23])([CH2:19][NH2:21])[CH:22]=[O:3])([O:13][C:14]([CH3:17])([CH3:16])[CH3:15])=[O:12], predict the reactants needed to synthesize it.